Dataset: Reaction yield outcomes from USPTO patents with 853,638 reactions. Task: Predict the reaction yield, written as a fraction of the theoretical maximum amount of product (1.0 means a 100% yield; for example, 0.34 means a 34% yield). (1) The reactants are [CH3:1][O:2][C:3](=[O:13])[C@@H:4]([CH2:6][C:7]1[CH:12]=[CH:11][CH:10]=[CH:9][CH:8]=1)[NH2:5].C(N(C(C)C)CC)(C)C.Cl[C:24](Cl)([O:26]C(=O)OC(Cl)(Cl)Cl)Cl.[Cl-].[Al+3].[Cl-].[Cl-]. The product is [O:26]=[C:24]1[C:12]2[C:7](=[CH:8][CH:9]=[CH:10][CH:11]=2)[CH2:6][C@H:4]([C:3]([O:2][CH3:1])=[O:13])[NH:5]1. The yield is 0.430. The catalyst is ClCCCl.C(Cl)Cl.CCOC(C)=O. (2) The reactants are [N:1]1[C:6]2[NH:7][CH:8]=[CH:9][C:5]=2[C:4](=O)[NH:3][CH:2]=1.P(Cl)(Cl)([Cl:13])=O. No catalyst specified. The product is [Cl:13][C:4]1[C:5]2[CH:9]=[CH:8][NH:7][C:6]=2[N:1]=[CH:2][N:3]=1. The yield is 0.700. (3) The reactants are [CH3:1][C:2]1[N:7]=[C:6]([N:8]2[C:17]3[C:12](=[CH:13][CH:14]=[CH:15][CH:16]=3)[N:11]=[C:10]([C:18]([O:20]CC)=[O:19])[C:9]2=[O:23])[CH:5]=[CH:4][CH:3]=1.C(=O)([O-])[O-].[K+].[K+]. The catalyst is O1CCOCC1.O. The product is [CH3:1][C:2]1[N:7]=[C:6]([N:8]2[C:17]3[C:12](=[CH:13][CH:14]=[CH:15][CH:16]=3)[N:11]=[C:10]([C:18]([OH:20])=[O:19])[C:9]2=[O:23])[CH:5]=[CH:4][CH:3]=1. The yield is 0.940. (4) The reactants are [N+:1]([C:4]1[CH:9]=[CH:8][C:7]([CH2:10][CH2:11][C:12](=[S:14])[NH2:13])=[CH:6][CH:5]=1)([O-:3])=[O:2].Br[CH2:16][C:17](=O)[CH2:18][CH3:19]. The catalyst is C(O)(C)(C)C. The product is [CH2:18]([C:17]1[N:13]=[C:12]([CH2:11][CH2:10][C:7]2[CH:6]=[CH:5][C:4]([N+:1]([O-:3])=[O:2])=[CH:9][CH:8]=2)[S:14][CH:16]=1)[CH3:19]. The yield is 0.950.